Dataset: PAMPA (Parallel Artificial Membrane Permeability Assay) permeability data from NCATS. Task: Regression/Classification. Given a drug SMILES string, predict its absorption, distribution, metabolism, or excretion properties. Task type varies by dataset: regression for continuous measurements (e.g., permeability, clearance, half-life) or binary classification for categorical outcomes (e.g., BBB penetration, CYP inhibition). Dataset: pampa_ncats. (1) The drug is CC1CCC(CC1)NC(=O)C2=CC3=C(C=C2)SC4=CC=CC=C4C(=O)N3CC5=CC=CC=C5F. The result is 0 (low-to-moderate permeability). (2) The molecule is C1=CC=C(C=C1)CCNC(=O)C2=CC(=NC=C2)C3=NC=CC(=C3)C(=O)O. The result is 0 (low-to-moderate permeability). (3) The molecule is CCOC1=C(C=C(C=C1)CCNC(=O)C2=CC3=C(N2CCN4CCOCC4)C=CS3)OCC. The result is 1 (high permeability). (4) The result is 0 (low-to-moderate permeability). The molecule is CC1=CC(=C2C=C(C=CC2=N1)NC(=O)NC3=CC4=C(C=C(N=C4C=C3)C)N)N.Cl.Cl. (5) The molecule is CCOC1=C(C=C(C=C1)CCNC(=O)C2=CC3=C(S2)CCC3)OCC. The result is 1 (high permeability). (6) The compound is C1=CC=C(C=C1)C2=CC=C(C=C2)CNC3=C(N=NC(=N3)C4=CC=CC=N4)C5=CC=CC=C5. The result is 1 (high permeability).